From a dataset of Catalyst prediction with 721,799 reactions and 888 catalyst types from USPTO. Predict which catalyst facilitates the given reaction. (1) Reactant: C1COCC1.[CH3:6][O:7][C:8]1[CH:9]=[C:10]([CH:14]=[CH:15][C:16]=1[O:17][CH2:18][C:19]#[CH:20])[C:11](Cl)=[O:12].[CH3:21][CH:22]1[CH2:27][CH2:26][CH2:25][CH2:24][CH:23]1[NH2:28].C(N(CC)CC)C. Product: [CH3:21][CH:22]1[CH2:27][CH2:26][CH2:25][CH2:24][CH:23]1[NH:28][C:11](=[O:12])[C:10]1[CH:14]=[CH:15][C:16]([O:17][CH2:18][C:19]#[CH:20])=[C:8]([O:7][CH3:6])[CH:9]=1. The catalyst class is: 13. (2) Reactant: F[C:2]1[N:7]=[C:6]([C:8]2[C:16]3[C:11](=[CH:12][N:13]=[C:14]([C:17]4[CH:18]=[N:19][CH:20]=[CH:21][CH:22]=4)[CH:15]=3)[N:10](C3CCCCO3)[N:9]=2)[CH:5]=[CH:4][CH:3]=1.[NH:29]1[CH2:35][CH2:34][CH2:33][NH:32][CH2:31][CH2:30]1.O. Product: [N:29]1([C:2]2[N:7]=[C:6]([C:8]3[C:16]4[C:11](=[CH:12][N:13]=[C:14]([C:17]5[CH:18]=[N:19][CH:20]=[CH:21][CH:22]=5)[CH:15]=4)[NH:10][N:9]=3)[CH:5]=[CH:4][CH:3]=2)[CH2:35][CH2:34][CH2:33][NH:32][CH2:31][CH2:30]1. The catalyst class is: 16. (3) The catalyst class is: 19. Reactant: C(OC(=O)[NH:10][C:11]1[C:12]([C:29]([NH:31][C:32]2[CH:33]=[N:34][CH:35]=[CH:36][C:37]=2[N:38]2[CH2:43][C@H:42]([CH3:44])[C@@H:41]([OH:45])[C@H:40]([NH2:46])[CH2:39]2)=[O:30])=[N:13][C:14]2[C:19]([CH:20]=1)=[CH:18][CH:17]=[C:16]([N:21]1[CH2:26][CH2:25][N:24]([CH3:27])[C:23](=[O:28])[CH2:22]1)[CH:15]=2)C1C=CC=CC=1.[H][H]. Product: [NH2:10][C:11]1[C:12]([C:29]([NH:31][C:32]2[CH:33]=[N:34][CH:35]=[CH:36][C:37]=2[N:38]2[CH2:43][C@H:42]([CH3:44])[C@@H:41]([OH:45])[C@H:40]([NH2:46])[CH2:39]2)=[O:30])=[N:13][C:14]2[C:19]([CH:20]=1)=[CH:18][CH:17]=[C:16]([N:21]1[CH2:26][CH2:25][N:24]([CH3:27])[C:23](=[O:28])[CH2:22]1)[CH:15]=2. (4) Reactant: [CH2:1]([C:4]1([OH:17])[CH2:9][CH2:8][N:7]([C:10]([O:12][C:13]([CH3:16])([CH3:15])[CH3:14])=[O:11])[CH2:6][CH2:5]1)[CH:2]=[CH2:3].I([O-])(=O)(=O)=[O:19].[Na+]. Product: [OH:19][CH:2]1[CH2:1][C:4]2([CH2:9][CH2:8][N:7]([C:10]([O:12][C:13]([CH3:16])([CH3:15])[CH3:14])=[O:11])[CH2:6][CH2:5]2)[O:17][CH2:3]1. The catalyst class is: 371. (5) Reactant: [Br:1][C:2]1[CH:7]=[CH:6][N:5]2[N:8]=[C:9]([C:15]3[CH:20]=[CH:19][C:18]([O:21][CH3:22])=[CH:17][CH:16]=3)[C:10](/[CH:11]=[CH:12]/[CH:13]=O)=[C:4]2[CH:3]=1.[NH:23]1[CH2:28][CH2:27][CH2:26][CH2:25][CH2:24]1.C(O[BH-](OC(=O)C)OC(=O)C)(=O)C.[Na+].[Cl-].[NH4+]. Product: [Br:1][C:2]1[CH:7]=[CH:6][N:5]2[N:8]=[C:9]([C:15]3[CH:16]=[CH:17][C:18]([O:21][CH3:22])=[CH:19][CH:20]=3)[C:10](/[CH:11]=[CH:12]/[CH2:13][N:23]3[CH2:28][CH2:27][CH2:26][CH2:25][CH2:24]3)=[C:4]2[CH:3]=1. The catalyst class is: 26. (6) Reactant: [N+:1]([C:4]1[CH:11]=[CH:10][C:7]([CH:8]=O)=[CH:6][CH:5]=1)([O-:3])=[O:2].[CH3:12][NH:13][CH3:14].C(O)(=O)C.C(O[BH-](OC(=O)C)OC(=O)C)(=O)C.[Na+].C(=O)([O-])O.[Na+]. Product: [N+:1]([C:4]1[CH:11]=[CH:10][C:7]([CH2:8][N:13]([CH3:14])[CH3:12])=[CH:6][CH:5]=1)([O-:3])=[O:2]. The catalyst class is: 26. (7) Reactant: CN(C(ON1N=NC2C=CC=CC1=2)=[N+](C)C)C.F[P-](F)(F)(F)(F)F.[Li].[CH3:26][C:27]1[N:31]([CH:32]([CH3:34])[CH3:33])[C:30]([C:35]2[CH:40]=[CH:39][N:38]=[C:37]([NH:41][C:42]3[CH:43]=[CH:44][C:45]([C:48](O)=[O:49])=[N:46][CH:47]=3)[N:36]=2)=[CH:29][N:28]=1.[NH:51]1[CH2:56][CH2:55][O:54][CH2:53][CH2:52]1.CCN(C(C)C)C(C)C. Product: [CH:32]([N:31]1[C:30]([C:35]2[CH:40]=[CH:39][N:38]=[C:37]([NH:41][C:42]3[CH:47]=[N:46][C:45]([C:48]([N:51]4[CH2:56][CH2:55][O:54][CH2:53][CH2:52]4)=[O:49])=[CH:44][CH:43]=3)[N:36]=2)=[CH:29][N:28]=[C:27]1[CH3:26])([CH3:33])[CH3:34]. The catalyst class is: 31. (8) Reactant: [CH3:1][O:2][CH2:3][CH2:4][N:5]([CH3:21])[C:6]1[CH:11]=[C:10]([C:12]2[CH:17]=[CH:16][CH:15]=[CH:14][C:13]=2[CH3:18])[C:9]([NH:19][CH3:20])=[CH:8][N:7]=1.CCN(C(C)C)C(C)C.[F:31][C:32]([F:47])([F:46])[C:33]1[CH:34]=[C:35]([CH:39]=[C:40]([C:42]([F:45])([F:44])[F:43])[CH:41]=1)[C:36](Cl)=[O:37]. Product: [CH3:1][O:2][CH2:3][CH2:4][N:5]([CH3:21])[C:6]1[N:7]=[CH:8][C:9]([N:19]([CH3:20])[C:36](=[O:37])[C:35]2[CH:34]=[C:33]([C:32]([F:47])([F:46])[F:31])[CH:41]=[C:40]([C:42]([F:45])([F:44])[F:43])[CH:39]=2)=[C:10]([C:12]2[CH:17]=[CH:16][CH:15]=[CH:14][C:13]=2[CH3:18])[CH:11]=1. The catalyst class is: 2. (9) Reactant: [CH3:1][O:2][C:3]([C:5]1([NH:15][C:16](=[O:35])[C:17]2[CH:22]=[CH:21][C:20]([O:23][CH3:24])=[C:19]([O:25][CH2:26][CH2:27][C:28]3[CH:29]=[C:30]([CH3:34])[CH:31]=[CH:32][CH:33]=3)[CH:18]=2)[CH2:14][CH2:13][C:8]2(OCC[O:9]2)[CH2:7][CH2:6]1)=[O:4].Cl. Product: [CH3:1][O:2][C:3]([C:5]1([NH:15][C:16](=[O:35])[C:17]2[CH:22]=[CH:21][C:20]([O:23][CH3:24])=[C:19]([O:25][CH2:26][CH2:27][C:28]3[CH:29]=[C:30]([CH3:34])[CH:31]=[CH:32][CH:33]=3)[CH:18]=2)[CH2:6][CH2:7][C:8](=[O:9])[CH2:13][CH2:14]1)=[O:4]. The catalyst class is: 12. (10) Reactant: [C:1]([NH:4][C:5]1[C:6]2[N:7]=[CH:8][N:9]([C:27]=2[N:28]=[CH:29][N:30]=1)[C@@H:10]1[O:26][C@H:23]([CH2:24][OH:25])[C@@H:21]([OH:22])[C@H:11]1[O:12][CH2:13][O:14][CH2:15][O:16][CH2:17][CH2:18][C:19]#[N:20])(=[O:3])[CH3:2].N1C=CC=CC=1.[CH3:37][O:38][C:39]1[CH:60]=[CH:59][C:42]([C:43](Cl)([C:52]2[CH:57]=[CH:56][CH:55]=[CH:54][CH:53]=2)[C:44]2[CH:49]=[CH:48][C:47]([O:50][CH3:51])=[CH:46][CH:45]=2)=[CH:41][CH:40]=1. Product: [C:1]([NH:4][C:5]1[C:6]2[N:7]=[CH:8][N:9]([C:27]=2[N:28]=[CH:29][N:30]=1)[C@@H:10]1[O:26][C@H:23]([CH2:24][O:25][C:43]([C:52]2[CH:57]=[CH:56][CH:55]=[CH:54][CH:53]=2)([C:44]2[CH:49]=[CH:48][C:47]([O:50][CH3:51])=[CH:46][CH:45]=2)[C:42]2[CH:41]=[CH:40][C:39]([O:38][CH3:37])=[CH:60][CH:59]=2)[C@@H:21]([OH:22])[C@H:11]1[O:12][CH2:13][O:14][CH2:15][O:16][CH2:17][CH2:18][C:19]#[N:20])(=[O:3])[CH3:2]. The catalyst class is: 5.